From a dataset of Reaction yield outcomes from USPTO patents with 853,638 reactions. Predict the reaction yield, written as a fraction of the theoretical maximum amount of product (1.0 means a 100% yield; for example, 0.34 means a 34% yield). (1) The reactants are I[C:2]1[C:10]2[C:5](=[CH:6][C:7]([C@H:11]3[C@@:13]4([C:21]5[C:16](=[CH:17][CH:18]=[C:19]([O:22][CH3:23])[CH:20]=5)[N:15]([CH3:24])[C:14]4=[O:25])[CH2:12]3)=[CH:8][CH:9]=2)[NH:4][N:3]=1.CC1(C)C(C)(C)OB([C:34]2[CH:39]=[CH:38][C:37]([N:40]3[CH2:45][CH2:44][N:43](C(OC(C)(C)C)=O)[CH2:42][CH2:41]3)=[CH:36][CH:35]=2)O1.[C:54]([OH:60])([C:56]([F:59])([F:58])[F:57])=[O:55]. The catalyst is C(Cl)Cl. The product is [F:57][C:56]([F:59])([F:58])[C:54]([OH:60])=[O:55].[CH3:23][O:22][C:19]1[CH:20]=[C:21]2[C:16](=[CH:17][CH:18]=1)[N:15]([CH3:24])[C:14](=[O:25])[C@:13]12[CH2:12][C@H:11]1[C:7]1[CH:6]=[C:5]2[C:10]([C:2]([C:34]3[CH:35]=[CH:36][C:37]([N:40]4[CH2:41][CH2:42][NH:43][CH2:44][CH2:45]4)=[CH:38][CH:39]=3)=[N:3][NH:4]2)=[CH:9][CH:8]=1. The yield is 0.420. (2) The reactants are [Cl:1][C:2]1[N:3]=[N:4][C:5]([Cl:17])=[CH:6][C:7]=1[O:8][CH2:9][CH:10]1[CH2:14][O:13]C(C)(C)[O:11]1. The catalyst is CO.Cl.O1CCOCC1. The product is [Cl:1][C:2]1[N:3]=[N:4][C:5]([Cl:17])=[CH:6][C:7]=1[O:8][CH2:9][CH:10]([OH:11])[CH2:14][OH:13]. The yield is 0.460. (3) The reactants are [N+:1]([C:4]1[CH:9]=[CH:8][CH:7]=[CH:6][C:5]=1[S:10](Cl)(=[O:12])=[O:11])([O-:3])=[O:2].Cl.[CH2:15]([O:22][NH2:23])[C:16]1[CH:21]=[CH:20][CH:19]=[CH:18][CH:17]=1. The catalyst is N1C=CC=CC=1. The product is [CH2:15]([O:22][NH:23][S:10]([C:5]1[CH:6]=[CH:7][CH:8]=[CH:9][C:4]=1[N+:1]([O-:3])=[O:2])(=[O:12])=[O:11])[C:16]1[CH:21]=[CH:20][CH:19]=[CH:18][CH:17]=1. The yield is 0.626. (4) The yield is 1.00. The catalyst is O1CCCC1. The reactants are O[C@H:2]([CH2:35][CH3:36])[CH2:3][NH:4][C:5]([C:7]1[NH:8][C:9]([C:12]2[CH:17]=[C:16]([O:18][Si:19]([CH:26]([CH3:28])[CH3:27])([CH:23]([CH3:25])[CH3:24])[CH:20]([CH3:22])[CH3:21])[CH:15]=[C:14]([O:29][C@@H:30]([CH3:34])[CH2:31][O:32][CH3:33])[CH:13]=2)=[CH:10][CH:11]=1)=[O:6].CS(O)(=O)=O.C(N(CC)CC)C.[Cl-].[NH4+]. The product is [CH2:35]([C@@H:2]1[O:6][C:5]([C:7]2[NH:8][C:9]([C:12]3[CH:17]=[C:16]([O:18][Si:19]([CH:23]([CH3:25])[CH3:24])([CH:26]([CH3:28])[CH3:27])[CH:20]([CH3:21])[CH3:22])[CH:15]=[C:14]([O:29][C@@H:30]([CH3:34])[CH2:31][O:32][CH3:33])[CH:13]=3)=[CH:10][CH:11]=2)=[N:4][CH2:3]1)[CH3:36]. (5) The reactants are N([C:8]([O:10][CH2:11][CH3:12])=[O:9])=N[C:8]([O:10][CH2:11][CH3:12])=[O:9].COC(=O)[CH:16]1[CH2:21][CH2:20][CH2:19][CH2:18][N:17]1[CH2:22][CH2:23][CH:24]([OH:31])[C:25]1[CH:30]=[CH:29][CH:28]=[CH:27][CH:26]=1.[Cl:33][C:34]1[CH:39]=[CH:38][C:37](O)=[CH:36][CH:35]=1.C1(P(C2C=CC=CC=2)C2C=CC=CC=2)C=CC=CC=1. The catalyst is O1CCCC1. The product is [CH2:11]([O:10][C:8](=[O:9])[CH:18]1[CH2:19][CH2:20][CH2:21][CH2:16][N:17]1[CH2:22][CH2:23][CH:24]([O:31][C:37]1[CH:38]=[CH:39][C:34]([Cl:33])=[CH:35][CH:36]=1)[C:25]1[CH:26]=[CH:27][CH:28]=[CH:29][CH:30]=1)[CH3:12]. The yield is 0.460. (6) The catalyst is CC#N.O. The reactants are [C:1]1([C:7]2[C:8]3[CH:17]=[CH:16][CH:15]=[CH:14][C:9]=3[S:10][C:11]=2[CH:12]=[O:13])[CH:6]=[CH:5][CH:4]=[CH:3][CH:2]=1.OO.[O-:20]Cl=O.[Na+]. The yield is 0.870. The product is [C:1]1([C:7]2[C:8]3[CH:17]=[CH:16][CH:15]=[CH:14][C:9]=3[S:10][C:11]=2[C:12]([OH:20])=[O:13])[CH:2]=[CH:3][CH:4]=[CH:5][CH:6]=1.